Dataset: Forward reaction prediction with 1.9M reactions from USPTO patents (1976-2016). Task: Predict the product of the given reaction. (1) Given the reactants [F:1][C:2]1[CH:7]=[CH:6][C:5]([N:8]2[C:16]3[C:11](=[CH:12][CH:13]=[C:14](B4OC(C)(C)C(C)(C)O4)[CH:15]=3)[CH:10]=[N:9]2)=[CH:4][CH:3]=1.[OH-:26].[Na+].OO.Cl, predict the reaction product. The product is: [F:1][C:2]1[CH:7]=[CH:6][C:5]([N:8]2[C:16]3[C:11](=[CH:12][CH:13]=[C:14]([OH:26])[CH:15]=3)[CH:10]=[N:9]2)=[CH:4][CH:3]=1. (2) Given the reactants Br[C:2]1[CH:14]=[CH:13][C:12]2[C:11]3[C:6](=[CH:7][C:8]([O:15][CH2:16][CH2:17][CH2:18][CH2:19][CH3:20])=[CH:9][CH:10]=3)[CH2:5][C:4]=2[CH:3]=1.[CH3:21][Si:22]([C:25]#[CH:26])([CH3:24])[CH3:23], predict the reaction product. The product is: [CH2:16]([O:15][C:8]1[CH:9]=[CH:10][C:11]2[C:12]3[C:4](=[CH:3][C:2]([C:26]#[C:25][Si:22]([CH3:24])([CH3:23])[CH3:21])=[CH:14][CH:13]=3)[CH2:5][C:6]=2[CH:7]=1)[CH2:17][CH2:18][CH2:19][CH3:20]. (3) Given the reactants [H][H].[Si:3]([O:10][CH2:11][C@@H:12]([CH3:44])[C@H:13]([NH:24]C1(C2C=CC=CC=2)C2C=CC=CC=2C2C1=CC=CC=2)[C:14]([O:16]CC1C=CC=CC=1)=[O:15])([C:6]([CH3:9])([CH3:8])[CH3:7])([CH3:5])[CH3:4].CCOC(C)=O.CC(O)C.O, predict the reaction product. The product is: [NH2:24][C@@H:13]([C@H:12]([CH3:44])[CH2:11][O:10][Si:3]([C:6]([CH3:9])([CH3:8])[CH3:7])([CH3:5])[CH3:4])[C:14]([OH:16])=[O:15].